Dataset: Catalyst prediction with 721,799 reactions and 888 catalyst types from USPTO. Task: Predict which catalyst facilitates the given reaction. (1) Reactant: C1(P(C2CCCCC2)C2CCCCC2)CCCCC1.CCCCCC[CH2:26][CH2:27][CH2:28][CH2:29][CH2:30][CH2:31][CH3:32].CO[C:35]1[CH:36]=[C:37]2[C:42](=[CH:43][CH:44]=1)[CH2:41][CH2:40][CH2:39][CH2:38]2.O(C(C)C)C(C)C.C1(C)C(C2C(C)=CC=CC=2)=CC=CC=1.CC1C=C(O)C=CC=1. Product: [CH3:32][C:31]1[CH:26]=[CH:27][C:28]([C:35]2[CH:36]=[C:37]3[C:42](=[CH:43][CH:44]=2)[CH2:41][CH2:40][CH2:39][CH2:38]3)=[CH:29][CH:30]=1. The catalyst class is: 237. (2) Reactant: [Cl:1][C:2]1[C:11]2[N:10]([CH3:12])[O:9][CH:8]3[N:13]([C:19]([O:21][C:22]([CH3:25])([CH3:24])[CH3:23])=[O:20])[C@H:14]([C:16]([OH:18])=[O:17])[CH2:15][C@@:7]3([O:26][C:27]([O:29][C:30]([CH3:33])([CH3:32])[CH3:31])=[O:28])[C:6]=2[CH:5]=[CH:4][CH:3]=1.CN1C=CN=C1.C1(C)C=C(C)C=C(C)C=1S(N1C=NC([N+]([O-])=O)=N1)(=O)=O.[C:60]([O:63][CH:64]1[C:73]([CH3:74])=[CH:72][CH:71]2[C:66]([OH:81])([CH:67]([CH3:80])[CH2:68][CH2:69][CH:70]2[C:75]([CH3:79])=[C:76]([Cl:78])[Cl:77])[CH:65]1O)(=[O:62])[CH3:61]. Product: [Cl:1][C:2]1[C:11]2[N:10]([CH3:12])[O:9][C@H:8]3[N:13]([C:19]([O:21][C:22]([CH3:25])([CH3:24])[CH3:23])=[O:20])[C@H:14]([C:16]([O:18][C@@H:65]4[C@:66]5([OH:81])[C@H:71]([C@H:70]([C:75]([CH3:79])=[C:76]([Cl:78])[Cl:77])[CH2:69][CH2:68][C@H:67]5[CH3:80])[CH:72]=[C:73]([CH3:74])[C@H:64]4[O:63][C:60](=[O:62])[CH3:61])=[O:17])[CH2:15][C@@:7]3([O:26][C:27]([O:29][C:30]([CH3:33])([CH3:32])[CH3:31])=[O:28])[C:6]=2[CH:5]=[CH:4][CH:3]=1. The catalyst class is: 4. (3) Reactant: [CH3:1][C:2]1([CH3:10])[CH2:7][C:6](=[O:8])[CH2:5][C:4](=[O:9])[CH2:3]1.Br[CH2:12][C:13]([C:15]1[CH:20]=[CH:19][CH:18]=[C:17]([Br:21])[CH:16]=1)=[O:14].C([O-])([O-])=O.[K+].[K+]. Product: [Br:21][C:17]1[CH:16]=[C:15]([C:13](=[O:14])[CH2:12][CH:5]2[C:6](=[O:8])[CH2:7][C:2]([CH3:10])([CH3:1])[CH2:3][C:4]2=[O:9])[CH:20]=[CH:19][CH:18]=1. The catalyst class is: 22. (4) Reactant: [N:1]([CH2:4][CH2:5][NH:6][C:7](=[O:21])[CH2:8][CH2:9][CH2:10][CH2:11][CH2:12][CH2:13][CH2:14][CH2:15][CH2:16][CH2:17][CH2:18][CH2:19][CH3:20])=[N+:2]=[N-:3].[C:22](Cl)(=O)[CH2:23][CH2:24][CH2:25][CH2:22][CH2:23][CH2:24][CH2:25]C=[CH:22][CH2:23][CH2:24][CH2:25][CH2:22][CH2:23][CH2:24][CH2:25]C.N(CCN)=[N+]=[N-].C(N(CC)CC)C. Product: [N:1]([CH2:4][CH2:5][NH:6][C:7](=[O:21])[CH2:8][CH2:9][CH2:10][CH2:11][CH2:12][CH2:13][CH2:14][CH:15]=[CH:16][CH2:17][CH2:18][CH2:19][CH2:20][CH2:22][CH2:23][CH2:24][CH3:25])=[N+:2]=[N-:3]. The catalyst class is: 4. (5) Reactant: [CH:1]1([C@@:4]23[C@@:15]([CH2:17][CH2:18][C:19]4[C:24]([C:25]([OH:27])=O)=[CH:23][CH:22]=[CH:21][N:20]=4)([OH:16])[CH2:14][CH2:13][C:12]2=[CH:11][C:10]2[N:9]([C:28]4[CH:33]=[CH:32][C:31]([F:34])=[CH:30][CH:29]=4)[N:8]=[CH:7][C:6]=2[CH2:5]3)[CH2:3][CH2:2]1.C[N:36]1CCOCC1.N.O1CCOCC1.CN(C(ON1N=NC2C=CC=NC1=2)=[N+](C)C)C.F[P-](F)(F)(F)(F)F. Product: [CH:1]1([C@@:4]23[C@@:15]([CH2:17][CH2:18][C:19]4[C:24]([C:25]([NH2:36])=[O:27])=[CH:23][CH:22]=[CH:21][N:20]=4)([OH:16])[CH2:14][CH2:13][C:12]2=[CH:11][C:10]2[N:9]([C:28]4[CH:33]=[CH:32][C:31]([F:34])=[CH:30][CH:29]=4)[N:8]=[CH:7][C:6]=2[CH2:5]3)[CH2:2][CH2:3]1. The catalyst class is: 31.